From a dataset of Reaction yield outcomes from USPTO patents with 853,638 reactions. Predict the reaction yield, written as a fraction of the theoretical maximum amount of product (1.0 means a 100% yield; for example, 0.34 means a 34% yield). (1) The reactants are [CH3:1][C:2]1[C:3]([CH3:27])=[CH:4][C:5]2[N:14]([CH2:15][CH2:16][CH2:17][CH2:18][CH2:19][CH2:20][C:21](O)=[O:22])[C:13]3[C:8]([C:9](=[O:25])[NH:10][C:11](=[O:24])[N:12]=3)=[N:7][C:6]=2[CH:26]=1.CN(C(ON1N=NC2C=CC=NC1=2)=[N+](C)C)C.F[P-](F)(F)(F)(F)F.CCN(C(C)C)C(C)C.[CH3:61][S:62]([NH2:65])(=[O:64])=[O:63]. The catalyst is CN(C=O)C. The product is [CH3:1][C:2]1[C:3]([CH3:27])=[CH:4][C:5]2[N:14]([CH2:15][CH2:16][CH2:17][CH2:18][CH2:19][CH2:20][C:21]([NH:65][S:62]([CH3:61])(=[O:64])=[O:63])=[O:22])[C:13]3[C:8]([C:9](=[O:25])[NH:10][C:11](=[O:24])[N:12]=3)=[N:7][C:6]=2[CH:26]=1. The yield is 0.110. (2) The reactants are Br[C:2]1[CH:7]=[CH:6][C:5]([CH:8]2[CH2:13][C:12]([S:15]([C:18]3[CH:23]=[C:22]([C:24]([F:27])([F:26])[F:25])[CH:21]=[C:20]([F:28])[CH:19]=3)(=[O:17])=[O:16])([CH3:14])[CH2:11][CH2:10][O:9]2)=[CH:4][CH:3]=1.[CH3:29][S:30]SC. The catalyst is CN(C=O)C.[Zn].C([O-])(=O)C.[Pd+2].C([O-])(=O)C.C1C=CC(P(C2C(C3C(P(C4C=CC=CC=4)C4C=CC=CC=4)=CC=C4C=3C=CC=C4)=C3C(C=CC=C3)=CC=2)C2C=CC=CC=2)=CC=1. The product is [F:28][C:20]1[CH:19]=[C:18]([S:15]([C:12]2([CH3:14])[CH2:11][CH2:10][O:9][CH:8]([C:5]3[CH:6]=[CH:7][C:2]([S:30][CH3:29])=[CH:3][CH:4]=3)[CH2:13]2)(=[O:17])=[O:16])[CH:23]=[C:22]([C:24]([F:27])([F:26])[F:25])[CH:21]=1. The yield is 0.750. (3) The reactants are [NH:1]([C:11]([O:13][C:14]([CH3:17])([CH3:16])[CH3:15])=[O:12])[C@H:2]([C:8]([OH:10])=[O:9])[CH2:3][CH2:4][CH2:5][CH2:6][NH2:7].C([O-])([O-])=O.[K+].[K+].[N:24](S(C(F)(F)F)(=O)=O)=[N+:25]=[N-:26]. The catalyst is O.CO. The product is [NH:1]([C:11]([O:13][C:14]([CH3:17])([CH3:16])[CH3:15])=[O:12])[C@H:2]([C:8]([OH:10])=[O:9])[CH2:3][CH2:4][CH2:5][CH2:6][NH:7][N:24]=[N+:25]=[N-:26]. The yield is 0.500. (4) The reactants are [OH-].[Na+].C[O:4][C:5](=[O:36])[CH2:6][O:7][C:8]1[CH:13]=[CH:12][C:11]([C:14]2[CH:19]=[CH:18][C:17]([NH:20][C:21]([C:23]3[C:27]4[CH:28]=[CH:29][CH:30]=[CH:31][C:26]=4[O:25][C:24]=3[CH2:32][CH2:33][CH2:34][CH3:35])=[O:22])=[CH:16][CH:15]=2)=[CH:10][CH:9]=1.O.Cl. The catalyst is C1COCC1. The product is [CH2:32]([C:24]1[O:25][C:26]2[CH:31]=[CH:30][CH:29]=[CH:28][C:27]=2[C:23]=1[C:21]([NH:20][C:17]1[CH:16]=[CH:15][C:14]([C:11]2[CH:12]=[CH:13][C:8]([O:7][CH2:6][C:5]([OH:36])=[O:4])=[CH:9][CH:10]=2)=[CH:19][CH:18]=1)=[O:22])[CH2:33][CH2:34][CH3:35]. The yield is 0.650. (5) The reactants are B(F)(F)F.CCOCC.[CH2:10]([N:14]([CH3:60])[C:15](=[O:59])[CH2:16][CH2:17][CH2:18][CH2:19][CH2:20][CH2:21][CH2:22][CH2:23][CH2:24][CH2:25][C@@H:26]1[C:43](=O)[C:42]2[CH:41]=[C:40]([O:45]C3CCCCO3)[CH:39]=[CH:38][C:37]=2[C@@H:36]2[C@@H:27]1[C@H:28]1[C@@:32]([CH2:34][CH2:35]2)([CH3:33])[C@@H:31]([O:52]C2CCCCO2)[CH2:30][CH2:29]1)[CH2:11][CH2:12][CH3:13].[SiH](CC)(CC)CC.C([O-])([O-])=O.[K+].[K+]. The catalyst is C(Cl)Cl.CCOCC. The product is [CH2:10]([N:14]([CH3:60])[C:15](=[O:59])[CH2:16][CH2:17][CH2:18][CH2:19][CH2:20][CH2:21][CH2:22][CH2:23][CH2:24][CH2:25][C@@H:26]1[CH2:43][C:42]2[CH:41]=[C:40]([OH:45])[CH:39]=[CH:38][C:37]=2[C@@H:36]2[C@@H:27]1[C@H:28]1[C@@:32]([CH2:34][CH2:35]2)([CH3:33])[C@@H:31]([OH:52])[CH2:30][CH2:29]1)[CH2:11][CH2:12][CH3:13]. The yield is 0.770. (6) The reactants are Br[C:2]1[CH:3]=[CH:4][C:5]([F:17])=[C:6]([C:8]2[C:9]([C:15]#[N:16])=[C:10]([F:14])[CH:11]=[CH:12][CH:13]=2)[CH:7]=1.C([O-])(=O)C.[K+].[B:23]1([B:23]2[O:28][CH2:27][C:26]([CH3:30])([CH3:29])[CH2:25][O:24]2)[O:28][CH2:27][C:26]([CH3:30])([CH3:29])[CH2:25][O:24]1.CS(C)=O. The catalyst is O1CCOCC1.C1C=CC([PH+]([C]2[CH][CH][CH][CH]2)C2C=CC=CC=2)=CC=1.C1C=CC([PH+]([C]2[CH][CH][CH][CH]2)C2C=CC=CC=2)=CC=1.C(Cl)Cl.Cl[Pd]Cl.[Fe]. The product is [CH3:29][C:26]1([CH3:30])[CH2:27][O:28][B:23]([C:2]2[CH:3]=[CH:4][C:5]([F:17])=[C:6]([C:8]3[C:9]([C:15]#[N:16])=[C:10]([F:14])[CH:11]=[CH:12][CH:13]=3)[CH:7]=2)[O:24][CH2:25]1. The yield is 0.950. (7) The catalyst is CCO. The product is [CH3:18][C:6]1[CH:7]=[C:8]([C:12]2[CH:17]=[CH:16][CH:15]=[CH:14][CH:13]=2)[CH:9]=[C:10]([CH3:11])[C:5]=1[C:3]1[N:19]=[C:20]([NH2:22])[S:21][CH:2]=1. The yield is 0.280. The reactants are Br[CH2:2][C:3]([C:5]1[C:10]([CH3:11])=[CH:9][C:8]([C:12]2[CH:17]=[CH:16][CH:15]=[CH:14][CH:13]=2)=[CH:7][C:6]=1[CH3:18])=O.[NH2:19][C:20]([NH2:22])=[S:21]. (8) The reactants are [CH2:1]([C:3]1[N:11]=[C:10]([C:12]([F:15])([F:14])[F:13])[N:9]=[C:8]2[C:4]=1[N:5]=[CH:6][N:7]2[C:16]1[CH:21]=[CH:20][C:19]([O:22]CC2C=CC=CC=2)=[CH:18][CH:17]=1)[CH3:2].CO.[H][H]. The catalyst is [Pd].C(O)(=O)C. The product is [CH2:1]([C:3]1[N:11]=[C:10]([C:12]([F:15])([F:14])[F:13])[N:9]=[C:8]2[C:4]=1[N:5]=[CH:6][N:7]2[C:16]1[CH:17]=[CH:18][C:19]([OH:22])=[CH:20][CH:21]=1)[CH3:2]. The yield is 0.930. (9) The reactants are Cl[C:2]1[N:7]=[CH:6][C:5]([CH2:8][N:9]2[C:18]3[C:13](=[C:14]([CH:21]4[O:25][CH2:24][CH2:23][O:22]4)[CH:15]=[CH:16][C:17]=3[O:19][CH3:20])[CH2:12][CH2:11][C:10]2=[O:26])=[CH:4][CH:3]=1.C1(P(C2C=CC=CC=2)C2C3OC4C(=CC=CC=4P(C4C=CC=CC=4)C4C=CC=CC=4)C(C)(C)C=3C=CC=2)C=CC=CC=1.CC(C)([O-])C.[Na+].[CH3:75][NH:76][C:77]1[CH:82]=[CH:81][CH:80]=[CH:79][CH:78]=1. The catalyst is C1(C)C=CC=CC=1.C1C=CC(/C=C/C(/C=C/C2C=CC=CC=2)=O)=CC=1.C1C=CC(/C=C/C(/C=C/C2C=CC=CC=2)=O)=CC=1.C1C=CC(/C=C/C(/C=C/C2C=CC=CC=2)=O)=CC=1.[Pd].[Pd]. The product is [O:22]1[CH2:23][CH2:24][O:25][CH:21]1[C:14]1[CH:15]=[CH:16][C:17]([O:19][CH3:20])=[C:18]2[C:13]=1[CH2:12][CH2:11][C:10](=[O:26])[N:9]2[CH2:8][C:5]1[CH:6]=[N:7][C:2]([N:76]([CH3:75])[C:77]2[CH:82]=[CH:81][CH:80]=[CH:79][CH:78]=2)=[CH:3][CH:4]=1. The yield is 0.950. (10) The reactants are [CH3:1][C:2]([CH3:17])([CH3:16])[C:3]#[C:4][C:5]1[CH:10]=[C:9]([N+:11]([O-:13])=[O:12])[CH:8]=[CH:7][C:6]=1[NH:14][CH3:15].CCCC[N+](CCCC)(CCCC)CCCC.[F-]. The catalyst is C1COCC1. The product is [C:2]([C:3]1[N:14]([CH3:15])[C:6]2[C:5]([CH:4]=1)=[CH:10][C:9]([N+:11]([O-:13])=[O:12])=[CH:8][CH:7]=2)([CH3:17])([CH3:16])[CH3:1]. The yield is 0.990.